This data is from Full USPTO retrosynthesis dataset with 1.9M reactions from patents (1976-2016). The task is: Predict the reactants needed to synthesize the given product. (1) The reactants are: C[C:2]1[CH:10]=[CH:9]C(C)=C[C:3]=1[C:4]([OH:6])=[O:5].N([C:19]([CH3:23])([CH3:22])[C:20]#N)=N[C:19]([CH3:23])([CH3:22])[C:20]#N.[Br:24]N1C(=O)CCC1=O. Given the product [Br:24][CH2:9][C:10]1[CH:2]=[C:3]([CH:23]=[C:19]([CH3:22])[CH:20]=1)[C:4]([OH:6])=[O:5], predict the reactants needed to synthesize it. (2) Given the product [F:1][C:2]1[CH:7]=[CH:6][C:5]([F:8])=[CH:4][C:3]=1[C:9]1[CH2:13][N:12]([CH2:14][CH2:15][C:16]([OH:18])=[O:17])[C@H:11]([C:20]2[CH:21]=[CH:22][CH:23]=[CH:24][CH:25]=2)[CH:10]=1, predict the reactants needed to synthesize it. The reactants are: [F:1][C:2]1[CH:7]=[CH:6][C:5]([F:8])=[CH:4][C:3]=1[C:9]1[CH2:13][N:12]([CH2:14][CH2:15][C:16]([O:18]C)=[O:17])[C@H:11]([C:20]2[CH:25]=[CH:24][CH:23]=[CH:22][CH:21]=2)[CH:10]=1.[OH-].[Na+]. (3) Given the product [CH3:15][N:16](/[CH:18]=[C:6]1/[CH:2]([CH3:1])[N:3]([C:8]([O:10][C:11]([CH3:13])([CH3:12])[CH3:14])=[O:9])[CH2:4][C:5]/1=[O:7])[CH3:17], predict the reactants needed to synthesize it. The reactants are: [CH3:1][CH:2]1[CH2:6][C:5](=[O:7])[CH2:4][N:3]1[C:8]([O:10][C:11]([CH3:14])([CH3:13])[CH3:12])=[O:9].[CH3:15][N:16]([CH:18](OC)OC)[CH3:17]. (4) Given the product [Cl:17][C:18]1[CH:23]=[CH:22][C:21]([S:24]([NH:16][C:5]2[CH:6]=[CH:7][C:8]([C:10]3[CH:15]=[CH:14][N:13]=[CH:12][CH:11]=3)=[CH:9][C:4]=2[N+:1]([O-:3])=[O:2])(=[O:26])=[O:25])=[CH:20][CH:19]=1, predict the reactants needed to synthesize it. The reactants are: [N+:1]([C:4]1[CH:9]=[C:8]([C:10]2[CH:15]=[CH:14][N:13]=[CH:12][CH:11]=2)[CH:7]=[CH:6][C:5]=1[NH2:16])([O-:3])=[O:2].[Cl:17][C:18]1[CH:23]=[CH:22][C:21]([S:24](Cl)(=[O:26])=[O:25])=[CH:20][CH:19]=1. (5) Given the product [N:1]1([C:6]2[CH:7]=[CH:8][C:9]([O:10][CH2:11][CH2:12][C@@H:13]3[CH2:15][C@@H:14]3[CH:16]3[CH2:21][CH2:20][N:19]([C:32]([O:34][CH2:35][CH:36]([CH3:38])[CH3:37])=[O:33])[CH2:18][CH2:17]3)=[CH:22][CH:23]=2)[CH:5]=[N:4][N:3]=[N:2]1, predict the reactants needed to synthesize it. The reactants are: [N:1]1([C:6]2[CH:23]=[CH:22][C:9]([O:10][CH2:11][CH2:12][C@@H:13]3[CH2:15][C@@H:14]3[CH:16]3[CH2:21][CH2:20][NH:19][CH2:18][CH2:17]3)=[CH:8][CH:7]=2)[CH:5]=[N:4][N:3]=[N:2]1.C(N(CC)CC)C.Cl[C:32]([O:34][CH2:35][CH:36]([CH3:38])[CH3:37])=[O:33]. (6) Given the product [CH2:1]([O:8][C:9]1[CH:24]=[C:23]([N:25]([CH2:31][C:32]2[CH:33]=[CH:34][C:35]([CH:38]3[CH2:43][CH2:42][CH2:41][CH2:40][CH2:39]3)=[CH:36][CH:37]=2)[C:26](=[O:30])[CH2:27][N:28]([CH3:29])[S:56]([C:51]2[C:52]3[C:47](=[C:46]([N:45]([CH3:60])[CH3:44])[CH:55]=[CH:54][CH:53]=3)[CH:48]=[CH:49][CH:50]=2)(=[O:58])=[O:57])[CH:22]=[CH:21][C:10]=1[C:11]([O:13][CH2:14][C:15]1[CH:20]=[CH:19][CH:18]=[CH:17][CH:16]=1)=[O:12])[C:2]1[CH:3]=[CH:4][CH:5]=[CH:6][CH:7]=1, predict the reactants needed to synthesize it. The reactants are: [CH2:1]([O:8][C:9]1[CH:24]=[C:23]([N:25]([CH2:31][C:32]2[CH:37]=[CH:36][C:35]([CH:38]3[CH2:43][CH2:42][CH2:41][CH2:40][CH2:39]3)=[CH:34][CH:33]=2)[C:26](=[O:30])[CH2:27][NH:28][CH3:29])[CH:22]=[CH:21][C:10]=1[C:11]([O:13][CH2:14][C:15]1[CH:20]=[CH:19][CH:18]=[CH:17][CH:16]=1)=[O:12])[C:2]1[CH:7]=[CH:6][CH:5]=[CH:4][CH:3]=1.[CH3:44][N:45]([CH3:60])[C:46]1[CH:55]=[CH:54][CH:53]=[C:52]2[C:47]=1[CH:48]=[CH:49][CH:50]=[C:51]2[S:56](Cl)(=[O:58])=[O:57]. (7) Given the product [F:1][C:2]1[C:23]([F:24])=[CH:22][C:5]2[N:6]([CH:10]3[CH2:11][CH2:12][N:13]([C:16]4([CH3:21])[CH2:20][CH2:19][N:18]([C:25]([O:26][CH2:27][CH3:28])=[O:29])[CH2:17]4)[CH2:14][CH2:15]3)[C:7](=[O:9])[NH:8][C:4]=2[CH:3]=1, predict the reactants needed to synthesize it. The reactants are: [F:1][C:2]1[C:23]([F:24])=[CH:22][C:5]2[N:6]([CH:10]3[CH2:15][CH2:14][N:13]([C:16]4([CH3:21])[CH2:20][CH2:19][NH:18][CH2:17]4)[CH2:12][CH2:11]3)[C:7](=[O:9])[NH:8][C:4]=2[CH:3]=1.[C:25](Cl)(=[O:29])[O:26][CH2:27][CH3:28].